From a dataset of Forward reaction prediction with 1.9M reactions from USPTO patents (1976-2016). Predict the product of the given reaction. (1) Given the reactants C[C:2]1[CH:7]=[CH:6][C:5]([C:8]2[CH:9]([C:15]([O-:17])=[O:16])[CH2:10][CH2:11][C:12](=O)[CH:13]=2)=[CH:4][CH:3]=1.C(Cl)(=O)C([Cl:21])=O.CCO[C:27]([CH3:29])=O, predict the reaction product. The product is: [Cl:21][C:12]1[CH:13]=[C:8]([C:5]2[CH:4]=[CH:3][CH:2]=[CH:7][CH:6]=2)[CH:9]([C:15]([O:17][CH2:27][CH3:29])=[O:16])[CH2:10][CH:11]=1. (2) Given the reactants [NH:1]1[CH2:9][C@H:7]([OH:8])[CH2:6][C@H:2]1[C:3]([OH:5])=[O:4].C(N1CCOCC1)C.[CH:18]1[C:27]2[C:22](=[CH:23][CH:24]=[CH:25][CH:26]=2)[CH:21]=[CH:20][C:19]=1[S:28](Cl)(=[O:30])=[O:29].C([O-])(O)=O.[Na+], predict the reaction product. The product is: [OH:8][C@H:7]1[CH2:9][N:1]([S:28]([C:19]2[CH:20]=[CH:21][C:22]3[C:27](=[CH:26][CH:25]=[CH:24][CH:23]=3)[CH:18]=2)(=[O:30])=[O:29])[C@H:2]([C:3]([OH:5])=[O:4])[CH2:6]1. (3) Given the reactants [C:1]1([C:7]2[N:11]=[C:10]([NH2:12])[S:9][N:8]=2)[CH:6]=[CH:5][CH:4]=[CH:3][CH:2]=1.[CH3:13][O:14][C:15]1[CH:16]=[C:17]([S:23](Cl)(=[O:25])=[O:24])[CH:18]=[CH:19][C:20]=1[O:21][CH3:22], predict the reaction product. The product is: [CH3:13][O:14][C:15]1[CH:16]=[C:17]([S:23]([NH:12][C:10]2[S:9][N:8]=[C:7]([C:1]3[CH:2]=[CH:3][CH:4]=[CH:5][CH:6]=3)[N:11]=2)(=[O:24])=[O:25])[CH:18]=[CH:19][C:20]=1[O:21][CH3:22]. (4) Given the reactants [NH2:1][C:2](=[O:29])[C@@H:3]([NH:12][C:13]([C:15]1([NH:21][C:22](=[O:28])[O:23][C:24]([CH3:27])([CH3:26])[CH3:25])[CH2:20][CH2:19][O:18][CH2:17][CH2:16]1)=[O:14])[CH2:4][C:5]1[CH:10]=[CH:9][C:8](I)=[CH:7][CH:6]=1.[F:30][C:31]([F:42])([F:41])[C:32]1[CH:37]=[CH:36][C:35](B(O)O)=[CH:34][CH:33]=1.[CH2:43]([S:45]([C:48]1[CH:53]=[CH:52][C:51](B(O)O)=[CH:50][CH:49]=1)(=[O:47])=[O:46])[CH3:44].C(=O)([O-])[O-].[K+].[K+], predict the reaction product. The product is: [NH2:1][C:2](=[O:29])[C@@H:3]([NH:12][C:13]([C:15]1([NH:21][C:22](=[O:28])[O:23][C:24]([CH3:27])([CH3:26])[CH3:25])[CH2:20][CH2:19][O:18][CH2:17][CH2:16]1)=[O:14])[CH2:4][C:5]1[CH:10]=[CH:9][C:8]([C:35]2[CH:36]=[CH:37][C:32]([C:31]([F:42])([F:41])[F:30])=[CH:33][CH:34]=2)=[CH:7][CH:6]=1.[NH2:1][C:2](=[O:29])[C@@H:3]([NH:12][C:13]([C:15]1([NH:21][C:22](=[O:28])[O:23][C:24]([CH3:27])([CH3:26])[CH3:25])[CH2:20][CH2:19][O:18][CH2:17][CH2:16]1)=[O:14])[CH2:4][C:5]1[CH:10]=[CH:9][C:8]([C:51]2[CH:50]=[CH:49][C:48]([S:45]([CH2:43][CH3:44])(=[O:47])=[O:46])=[CH:53][CH:52]=2)=[CH:7][CH:6]=1.